From a dataset of Catalyst prediction with 721,799 reactions and 888 catalyst types from USPTO. Predict which catalyst facilitates the given reaction. Reactant: Br[C:2]1[S:6][C:5]2[C:7](=[O:19])[C:8]([CH3:18])([CH3:17])[CH:9]([C:10]3[CH:15]=[CH:14][C:13]([Cl:16])=[CH:12][CH:11]=3)[C:4]=2[CH:3]=1.[N:20]1[CH:25]=[CH:24][C:23](B(O)O)=[CH:22][CH:21]=1.C(=O)([O-])[O-].[Cs+].[Cs+]. Product: [Cl:16][C:13]1[CH:14]=[CH:15][C:10]([CH:9]2[C:4]3[CH:3]=[C:2]([C:23]4[CH:24]=[CH:25][N:20]=[CH:21][CH:22]=4)[S:6][C:5]=3[C:7](=[O:19])[C:8]2([CH3:18])[CH3:17])=[CH:11][CH:12]=1. The catalyst class is: 117.